From a dataset of Full USPTO retrosynthesis dataset with 1.9M reactions from patents (1976-2016). Predict the reactants needed to synthesize the given product. (1) Given the product [Cl:46][C:47]1[CH:52]=[C:51]([F:53])[CH:50]=[CH:49][C:48]=1[CH2:54][NH:55][C:8](=[O:10])[CH2:7][C:6]1[C:2]([CH3:1])=[N:3][NH:4][C:5]=1[C:11]([F:14])([F:13])[F:12], predict the reactants needed to synthesize it. The reactants are: [CH3:1][C:2]1[C:6]([CH2:7][C:8]([OH:10])=O)=[C:5]([C:11]([F:14])([F:13])[F:12])[NH:4][N:3]=1.O.ON1C2C=CC=CC=2N=N1.Cl.CN(C)CCCN=C=NCC.C(N1CCOCC1)C.[Cl:46][C:47]1[CH:52]=[C:51]([F:53])[CH:50]=[CH:49][C:48]=1[CH2:54][NH2:55]. (2) Given the product [CH2:21]([O:23][C:24]([C:25]1[CH:30]=[C:29]([F:31])[CH:28]=[CH:27][C:26]=1[NH:32][C@H:2]1[CH2:11][CH2:10][C@@H:9]2[C@@H:4]([CH2:5][C@@H:6]([C:16]([O:18][CH2:19][CH3:20])=[O:17])[N:7]([C:12]([O:14][CH3:15])=[O:13])[CH2:8]2)[CH2:3]1)=[O:33])[CH3:22], predict the reactants needed to synthesize it. The reactants are: O=[C:2]1[CH2:11][CH2:10][CH:9]2[CH:4]([CH2:5][CH:6]([C:16]([O:18][CH2:19][CH3:20])=[O:17])[N:7]([C:12]([O:14][CH3:15])=[O:13])[CH2:8]2)[CH2:3]1.[CH2:21]([O:23][C:24](=[O:33])[C:25]1[CH:30]=[C:29]([F:31])[CH:28]=[CH:27][C:26]=1[NH2:32])[CH3:22].C(O)(=O)C.[Na]. (3) Given the product [I:3][C:4]1[CH:5]=[C:6]([C:10]2[N:14]=[C:13]([CH:15]3[CH2:20][O:19][CH2:18][CH2:17][N:16]3[C:21]([S:24][CH3:2])=[N:22][CH3:23])[O:12][N:11]=2)[CH:7]=[CH:8][CH:9]=1, predict the reactants needed to synthesize it. The reactants are: I[CH3:2].[I:3][C:4]1[CH:5]=[C:6]([C:10]2[N:14]=[C:13]([CH:15]3[CH2:20][O:19][CH2:18][CH2:17][N:16]3[C:21](=[S:24])[NH:22][CH3:23])[O:12][N:11]=2)[CH:7]=[CH:8][CH:9]=1.